From a dataset of Full USPTO retrosynthesis dataset with 1.9M reactions from patents (1976-2016). Predict the reactants needed to synthesize the given product. (1) The reactants are: Cl[C:2]1[CH:7]=[C:6]([Cl:8])[CH:5]=[C:4]([C:9]2[CH:14]=[CH:13][C:12]([O:15][CH:16]([CH3:18])[CH3:17])=[CH:11][CH:10]=2)[N:3]=1.C([Sn](CCCC)(CCCC)[C:24]1[S:28][CH:27]=[N:26][CH:25]=1)CCC.[F-].[Cs+]. Given the product [Cl:8][C:6]1[CH:5]=[C:4]([C:9]2[CH:14]=[CH:13][C:12]([O:15][CH:16]([CH3:18])[CH3:17])=[CH:11][CH:10]=2)[N:3]=[C:2]([C:24]2[S:28][CH:27]=[N:26][CH:25]=2)[CH:7]=1, predict the reactants needed to synthesize it. (2) Given the product [OH:53][CH2:44][CH2:43][N:42]([CH3:41])[C:25](=[O:33])[NH:24][C:20]1[CH:19]=[C:18]([O:17][C:14]2[CH:13]=[CH:12][C:11]([NH:10][C:8]([C:5]3[C:4](=[O:34])[N:3]([C:35]4[CH:40]=[CH:39][CH:38]=[CH:37][CH:36]=4)[N:2]([CH3:1])[C:6]=3[CH3:7])=[O:9])=[N:16][CH:15]=2)[CH:23]=[CH:22][N:21]=1, predict the reactants needed to synthesize it. The reactants are: [CH3:1][N:2]1[C:6]([CH3:7])=[C:5]([C:8]([NH:10][C:11]2[N:16]=[CH:15][C:14]([O:17][C:18]3[CH:23]=[CH:22][N:21]=[C:20]([NH:24][C:25](=[O:33])OC4C=CC=CC=4)[CH:19]=3)=[CH:13][CH:12]=2)=[O:9])[C:4](=[O:34])[N:3]1[C:35]1[CH:40]=[CH:39][CH:38]=[CH:37][CH:36]=1.[CH3:41][N:42]1C(=O)C[CH2:44][CH2:43]1.CNCCO.[OH2:53].